Predict the product of the given reaction. From a dataset of Forward reaction prediction with 1.9M reactions from USPTO patents (1976-2016). (1) Given the reactants [Cl:1][C:2]1[CH:3]=[C:4]([CH:7]=[C:8]([O:10][C:11]2[C:16](=[O:17])[N:15]([CH2:18][C:19]3[C:20]([O:27][CH2:28][C:29]4[CH:34]=[CH:33][C:32]([O:35][CH3:36])=[CH:31][CH:30]=4)=[N:21][C:22](SC)=[N:23][CH:24]=3)[CH:14]=[N:13][C:12]=2[C:37]([F:40])([F:39])[F:38])[CH:9]=1)[C:5]#[N:6].[F:41][C:42]1[CH:47]=[CH:46][C:45](B(O)O)=[CH:44][CH:43]=1, predict the reaction product. The product is: [Cl:1][C:2]1[CH:3]=[C:4]([CH:7]=[C:8]([O:10][C:11]2[C:16](=[O:17])[N:15]([CH2:18][C:19]3[C:20]([O:27][CH2:28][C:29]4[CH:34]=[CH:33][C:32]([O:35][CH3:36])=[CH:31][CH:30]=4)=[N:21][C:22]([C:45]4[CH:46]=[CH:47][C:42]([F:41])=[CH:43][CH:44]=4)=[N:23][CH:24]=3)[CH:14]=[N:13][C:12]=2[C:37]([F:40])([F:39])[F:38])[CH:9]=1)[C:5]#[N:6]. (2) The product is: [Br:14][C:8]1[CH:9]=[C:10]([N+:11]([O-:13])=[O:12])[C:2]([NH:19][CH2:18][C:17]2[CH:20]=[CH:21][CH:22]=[CH:23][C:16]=2[Cl:15])=[C:3]([CH:7]=1)[C:4]([OH:6])=[O:5]. Given the reactants Br[C:2]1[C:10]([N+:11]([O-:13])=[O:12])=[CH:9][C:8]([Br:14])=[CH:7][C:3]=1[C:4]([OH:6])=[O:5].[Cl:15][C:16]1[CH:23]=[CH:22][CH:21]=[CH:20][C:17]=1[CH2:18][NH2:19].[OH-].[Na+].CCOCC, predict the reaction product. (3) Given the reactants [Cl:1][C:2]1[CH:7]=[CH:6][C:5](/[CH:8]=[CH:9]/[C:10]([N:12]2[CH2:17][CH2:16][O:15][CH:14]([CH2:18][CH2:19][NH:20]C(=O)OC(C)(C)C)[CH2:13]2)=[O:11])=[C:4]([CH2:28][N:29]2[N:33]=[N:32][C:31]([CH3:34])=[N:30]2)[CH:3]=1.C(O)(C(F)(F)F)=O, predict the reaction product. The product is: [NH2:20][CH2:19][CH2:18][CH:14]1[CH2:13][N:12]([C:10](=[O:11])/[CH:9]=[CH:8]/[C:5]2[CH:6]=[CH:7][C:2]([Cl:1])=[CH:3][C:4]=2[CH2:28][N:29]2[N:33]=[N:32][C:31]([CH3:34])=[N:30]2)[CH2:17][CH2:16][O:15]1. (4) The product is: [Cl:12][C:13]1[N:14]=[CH:15][C:16]([C:19]([NH:5][CH3:4])=[O:21])=[N:17][CH:18]=1. Given the reactants ClC1C=[CH:4][N:5](C(OC)=O)NC=1.[Cl:12][C:13]1[N:14]=[CH:15][C:16]([C:19]([OH:21])=O)=[N:17][CH:18]=1.ClC1N=CC(C(Cl)=O)=NC=1.S(Cl)(Cl)=O.C(Cl)(=O)C(Cl)=O.CN, predict the reaction product. (5) Given the reactants [N:1]1[CH:6]=[CH:5][CH:4]=[C:3](B(O)O)[CH:2]=1.C(=O)([O-])[O-].[Na+].[Na+].[NH2:16][C:17]1[C:22]([N+:23]([O-:25])=[O:24])=[CH:21][C:20](Br)=[CH:19][N:18]=1.O, predict the reaction product. The product is: [NH2:16][C:17]1[C:22]([N+:23]([O-:25])=[O:24])=[CH:21][C:20]([C:3]2[CH:2]=[N:1][CH:6]=[CH:5][CH:4]=2)=[CH:19][N:18]=1. (6) Given the reactants [NH2:1][C:2]1[C:3]([Cl:15])=[CH:4][C:5]([N:10]([CH2:12][CH2:13][NH2:14])[CH3:11])=[C:6]([CH:9]=1)[C:7]#[N:8].[CH3:16][C:17]([O:20][C:21](O[C:21]([O:20][C:17]([CH3:19])([CH3:18])[CH3:16])=[O:22])=[O:22])([CH3:19])[CH3:18], predict the reaction product. The product is: [C:17]([O:20][C:21](=[O:22])[NH:14][CH2:13][CH2:12][N:10]([C:5]1[CH:4]=[C:3]([Cl:15])[C:2]([NH2:1])=[CH:9][C:6]=1[C:7]#[N:8])[CH3:11])([CH3:19])([CH3:18])[CH3:16]. (7) Given the reactants [CH2:1]([O:3][P:4]([CH2:9][C:10]1[CH:15]=[CH:14][CH:13]=[C:12]([N+:16]([O-])=O)[CH:11]=1)(=[O:8])[O:5][CH2:6][CH3:7])[CH3:2], predict the reaction product. The product is: [CH2:6]([O:5][P:4]([CH2:9][C:10]1[CH:15]=[CH:14][CH:13]=[C:12]([NH2:16])[CH:11]=1)(=[O:8])[O:3][CH2:1][CH3:2])[CH3:7]. (8) Given the reactants [Cl:1][C:2]1[CH:3]=[C:4]([NH:19][C:20]2[C:30]3[CH:29]=[C:28]([C:31](O)=[O:32])[CH2:27][CH2:26][NH:25][C:24]=3[N:23]=[CH:22][N:21]=2)[CH:5]=[CH:6][C:7]=1[O:8][C:9]1[CH:14]=[CH:13][CH:12]=[C:11]([C:15]([F:18])([F:17])[F:16])[CH:10]=1.[NH:34]1[CH2:38][CH2:37][CH:36]([OH:39])[CH2:35]1.CN(C)[CH:42]=[O:43], predict the reaction product. The product is: [F:16][C:15]([F:18])([F:17])[C:42]([OH:43])=[O:39].[Cl:1][C:2]1[CH:3]=[C:4]([NH:19][C:20]2[C:30]3[CH:29]=[C:28]([C:31]([N:34]4[CH2:38][CH2:37][CH:36]([OH:39])[CH2:35]4)=[O:32])[CH2:27][CH2:26][NH:25][C:24]=3[N:23]=[CH:22][N:21]=2)[CH:5]=[CH:6][C:7]=1[O:8][C:9]1[CH:14]=[CH:13][CH:12]=[C:11]([C:15]([F:17])([F:16])[F:18])[CH:10]=1. (9) Given the reactants [Br:1][C:2]1[CH:3]=[C:4]([C:8]2([CH:15]([F:17])[F:16])[NH:13][C:12](=O)[CH2:11][O:10][CH2:9]2)[CH:5]=[CH:6][CH:7]=1.P12(SP3(SP(SP(S3)(S1)=S)(=S)S2)=S)=[S:19].C(OCC)(=O)C.Cl, predict the reaction product. The product is: [Br:1][C:2]1[CH:3]=[C:4]([C:8]2([CH:15]([F:17])[F:16])[NH:13][C:12](=[S:19])[CH2:11][O:10][CH2:9]2)[CH:5]=[CH:6][CH:7]=1.